This data is from Full USPTO retrosynthesis dataset with 1.9M reactions from patents (1976-2016). The task is: Predict the reactants needed to synthesize the given product. (1) Given the product [Br-:46].[F:2][C:3]([C:25]1[CH:26]=[CH:27][CH:28]=[CH:29][CH:30]=1)([C:31]1[CH:32]=[CH:33][CH:34]=[CH:35][CH:36]=1)[C:4]([O:6][C@@H:7]1[CH:12]2[CH2:13][CH2:14][N+:9]([CH2:15][C:16]#[CH:37])([CH2:10][CH2:11]2)[CH2:8]1)=[O:5].[Br-:1].[C:37]([O:17][CH2:16][CH2:15][N+:9]12[CH2:10][CH2:11][CH:12]([CH2:13][CH2:14]1)[C@@H:7]([O:6][C:4](=[O:5])[C:3]([F:2])([C:25]1[CH:26]=[CH:27][CH:28]=[CH:29][CH:30]=1)[C:31]1[CH:36]=[CH:35][CH:34]=[CH:33][CH:32]=1)[CH2:8]2)(=[O:43])[CH3:38], predict the reactants needed to synthesize it. The reactants are: [Br-:1].[F:2][C:3]([C:31]1[CH:36]=[CH:35][CH:34]=[CH:33][CH:32]=1)([C:25]1[CH:30]=[CH:29][CH:28]=[CH:27][CH:26]=1)[C:4]([O:6][C@@H:7]1[CH:12]2[CH2:13][CH2:14][N+:9]([CH2:15][C:16](OC3C=CC=CC=3)=[O:17])([CH2:10][CH2:11]2)[CH2:8]1)=[O:5].[C:37]1([O:43]C(=O)C[Br:46])C=CC=C[CH:38]=1. (2) Given the product [Br:1][C:2]1[C:11]2[C:6](=[CH:7][CH:8]=[CH:9][CH:10]=2)[C:5]([C:12]([Cl:17])=[O:14])=[CH:4][CH:3]=1, predict the reactants needed to synthesize it. The reactants are: [Br:1][C:2]1[C:11]2[C:6](=[CH:7][CH:8]=[CH:9][CH:10]=2)[C:5]([C:12]([OH:14])=O)=[CH:4][CH:3]=1.S(Cl)([Cl:17])=O. (3) Given the product [C:1]([O:5][C:6]([N:8]1[CH2:13][CH2:12][N:11]([C:14]2[CH:19]=[CH:18][CH:17]=[C:16]([C:26]3[CH:25]=[CH:24][C:23]4[C:22]([CH3:37])([CH3:21])[CH2:31][CH2:30][C:29]([CH3:33])([CH3:32])[C:28]=4[CH:27]=3)[N:15]=2)[CH2:10][CH2:9]1)=[O:7])([CH3:4])([CH3:3])[CH3:2], predict the reactants needed to synthesize it. The reactants are: [C:1]([O:5][C:6]([N:8]1[CH2:13][CH2:12][N:11]([C:14]2[CH:19]=[CH:18][CH:17]=[C:16](Br)[N:15]=2)[CH2:10][CH2:9]1)=[O:7])([CH3:4])([CH3:3])[CH3:2].[CH3:21][C:22]1([CH3:37])[CH2:31][CH2:30][C:29]([CH3:33])([CH3:32])[C:28]2[CH:27]=[C:26](B(O)O)[CH:25]=[CH:24][C:23]1=2.O.P([O-])([O-])([O-])=O.[K+].[K+].[K+].O. (4) Given the product [C:27]([C:24]1[CH:23]=[CH:22][C:21]([C:9]2[CH:14]=[N:13][C:12]([C:15]([O:17][CH3:18])=[O:16])=[CH:11][CH:10]=2)=[N:26][CH:25]=1)#[N:28], predict the reactants needed to synthesize it. The reactants are: CC1(C)C(C)(C)OB([C:9]2[CH:10]=[CH:11][C:12]([C:15]([O:17][CH3:18])=[O:16])=[N:13][CH:14]=2)O1.Br[C:21]1[N:26]=[CH:25][C:24]([C:27]#[N:28])=[CH:23][CH:22]=1.C([O-])(O)=O.[Na+].O1CCOCC1. (5) Given the product [CH3:1][O:2][CH:3]([O:8][CH3:9])[C:4]([NH:18][CH:11]([C:12]1[CH:17]=[CH:16][CH:15]=[CH:14][CH:13]=1)[CH3:10])=[O:5], predict the reactants needed to synthesize it. The reactants are: [CH3:1][O:2][CH:3]([O:8][CH3:9])[C:4](OC)=[O:5].[CH3:10][CH:11]([NH2:18])[C:12]1[CH:17]=[CH:16][CH:15]=[CH:14][CH:13]=1.